Dataset: Forward reaction prediction with 1.9M reactions from USPTO patents (1976-2016). Task: Predict the product of the given reaction. (1) The product is: [C:14]([C:18]1[CH:23]=[CH:22][C:21]([C:2]2[CH:7]=[CH:6][CH:5]=[C:4]([C:8]3[CH:13]=[CH:12][CH:11]=[CH:10][N:9]=3)[CH:3]=2)=[CH:20][CH:19]=1)([CH3:17])([CH3:16])[CH3:15]. Given the reactants Br[C:2]1[CH:3]=[C:4]([C:8]2[CH:13]=[CH:12][CH:11]=[CH:10][N:9]=2)[CH:5]=[CH:6][CH:7]=1.[C:14]([C:18]1[CH:23]=[CH:22][C:21](B(O)O)=[CH:20][CH:19]=1)([CH3:17])([CH3:16])[CH3:15].C([O-])([O-])=O.[K+].[K+].COCCOC, predict the reaction product. (2) Given the reactants C([O:3][C:4](=O)[C:5]([CH3:18])([N:7]1[CH:11]=[C:10]([C:12]2[CH:13]=[N:14][CH:15]=[CH:16][CH:17]=2)[N:9]=[CH:8]1)[CH3:6])C.[H-].C([Al+]CC(C)C)C(C)C.CO.C(OCC)(=O)C, predict the reaction product. The product is: [CH3:18][C:5]([N:7]1[CH:11]=[C:10]([C:12]2[CH:13]=[N:14][CH:15]=[CH:16][CH:17]=2)[N:9]=[CH:8]1)([CH3:6])[CH:4]=[O:3]. (3) Given the reactants [N:1]1([C:11]([O:13][CH2:14][CH:15]2[C:27]3[CH:26]=[CH:25][CH:24]=[CH:23][C:22]=3[C:21]3[C:16]2=[CH:17][CH:18]=[CH:19][CH:20]=3)=[O:12])[CH2:6][CH2:5][O:4][CH2:3][CH:2]1[C:7](OC)=[O:8].[H-].C([Al+]CC(C)C)C(C)C, predict the reaction product. The product is: [CH:7]([CH:2]1[CH2:3][O:4][CH2:5][CH2:6][N:1]1[C:11]([O:13][CH2:14][CH:15]1[C:16]2[CH:17]=[CH:18][CH:19]=[CH:20][C:21]=2[C:22]2[C:27]1=[CH:26][CH:25]=[CH:24][CH:23]=2)=[O:12])=[O:8]. (4) Given the reactants [CH:1]1([C:7]([CH3:9])=[O:8])[CH2:6][CH2:5][CH2:4][CH2:3][CH2:2]1.[F:10][CH:11]([F:17])[C:12](OCC)=[O:13].C[O-].[Na+].Cl, predict the reaction product. The product is: [F:10][CH:11]([F:17])[C:12](=[O:13])[CH2:9][C:7]([CH:1]1[CH2:6][CH2:5][CH2:4][CH2:3][CH2:2]1)=[O:8]. (5) Given the reactants [CH3:1][O:2][C:3]1[CH:8]=[CH:7][C:6]([C:9]2[C:14]([C:15]3[CH:20]=[CH:19][C:18]([O:21][CH3:22])=[CH:17][CH:16]=3)=[N:13][NH:12][C:11](=[O:23])[CH:10]=2)=[CH:5][CH:4]=1.C(=O)([O-])[O-].[K+].[K+].Cl[CH2:31][CH2:32][C:33]([O:35][CH2:36][CH3:37])=[O:34].O, predict the reaction product. The product is: [CH3:1][O:2][C:3]1[CH:8]=[CH:7][C:6]([C:9]2[C:14]([C:15]3[CH:16]=[CH:17][C:18]([O:21][CH3:22])=[CH:19][CH:20]=3)=[N:13][N:12]([CH2:31][CH2:32][C:33]([O:35][CH2:36][CH3:37])=[O:34])[C:11](=[O:23])[CH:10]=2)=[CH:5][CH:4]=1. (6) Given the reactants [C:1]([O:5][C:6]([N:8]1[CH2:12][CH2:11][CH2:10][C:9]1=O)=[O:7])([CH3:4])([CH3:3])[CH3:2].[Cl:14][C:15]1[CH:21]=[CH:20][C:18]([NH2:19])=[CH:17][CH:16]=1.C(O[BH-](OC(=O)C)OC(=O)C)(=O)C.[Na+].C([O-])(O)=O.[Na+], predict the reaction product. The product is: [C:1]([O:5][C:6]([N:8]1[CH2:12][CH2:11][CH:10]([NH:19][C:18]2[CH:20]=[CH:21][C:15]([Cl:14])=[CH:16][CH:17]=2)[CH2:9]1)=[O:7])([CH3:4])([CH3:3])[CH3:2]. (7) Given the reactants C(=O)([O-])[O-].[Cs+].[Cs+].Br[C:8]1[CH:9]=[N:10][CH:11]=[C:12]([Br:15])[C:13]=1[CH3:14].[CH:16]1(B(O)O)[CH2:18][CH2:17]1.O1CCOCC1, predict the reaction product. The product is: [Br:15][C:12]1[CH:11]=[N:10][CH:9]=[C:8]([CH:16]2[CH2:18][CH2:17]2)[C:13]=1[CH3:14].